This data is from Reaction yield outcomes from USPTO patents with 853,638 reactions. The task is: Predict the reaction yield, written as a fraction of the theoretical maximum amount of product (1.0 means a 100% yield; for example, 0.34 means a 34% yield). (1) The catalyst is O1CCCC1.C(OCC)(=O)C. The yield is 0.950. The product is [Cl:1][C:2]1[CH:3]=[CH:4][C:5]([C:25]([O:27][CH3:28])=[O:26])=[C:6]2[C:10]=1[N:9]=[C:8]1[N:11]([C:12]3[C:17]([Cl:18])=[CH:16][C:15]([Cl:19])=[CH:14][N:13]=3)[CH2:23][CH2:22][CH2:21][CH2:20][N:7]21. The reactants are [Cl:1][C:2]1[C:10]2[N:9]=[C:8]([NH:11][C:12]3[C:17]([Cl:18])=[CH:16][C:15]([Cl:19])=[CH:14][N:13]=3)[N:7]([CH2:20][CH2:21][CH2:22][CH2:23]O)[C:6]=2[C:5]([C:25]([O:27][CH3:28])=[O:26])=[CH:4][CH:3]=1.C(N(CC)CC)C.CS(Cl)(=O)=O.C(=O)([O-])[O-].[K+].[K+]. (2) The reactants are CON(C)[C:4]([C:6]1[CH:11]=[CH:10][N:9]=[C:8]([CH2:12][NH:13][C:14]([C:16]2[CH:25]=[C:24]([CH3:26])[C:23]3[C:18](=[C:19]([C:30]([F:33])([F:32])[F:31])[CH:20]=[C:21]([CH:27]4[CH2:29][CH2:28]4)[CH:22]=3)[N:17]=2)=[O:15])[CH:7]=1)=[O:5].CN1CCOCC1.ClC(OCC(C)C)=O.[NH4+].[OH-].Cl. The catalyst is C1COCC1.O. The product is [CH:4]([C:6]1[CH:11]=[CH:10][N:9]=[C:8]([CH2:12][NH:13][C:14]([C:16]2[CH:25]=[C:24]([CH3:26])[C:23]3[C:18](=[C:19]([C:30]([F:32])([F:33])[F:31])[CH:20]=[C:21]([CH:27]4[CH2:28][CH2:29]4)[CH:22]=3)[N:17]=2)=[O:15])[CH:7]=1)=[O:5]. The yield is 0.890. (3) The reactants are [CH3:1][O:2][C:3]([C:5]1([C:8]([OH:10])=O)[CH2:7][CH2:6]1)=[O:4].[NH2:11][C:12]1[CH:17]=[CH:16][CH:15]=[CH:14][CH:13]=1.C(N(C(C)C)CC)(C)C.F[B-](F)(F)F.N1(OC(N(C)C)=[N+](C)C)C2C=CC=CC=2N=N1. The catalyst is CN(C=O)C.C(OCC)(=O)C. The product is [C:12]1([NH:11][C:8]([C:5]2([C:3]([O:2][CH3:1])=[O:4])[CH2:7][CH2:6]2)=[O:10])[CH:17]=[CH:16][CH:15]=[CH:14][CH:13]=1. The yield is 1.00. (4) The reactants are [Br:1]N1C(=O)CCC1=O.CN(C)C=O.[NH2:14][C:15]1[CH:22]=[C:21]([F:23])[CH:20]=[C:19]([CH3:24])[C:16]=1[C:17]#[N:18]. The catalyst is O. The product is [NH2:14][C:15]1[C:16]([C:17]#[N:18])=[C:19]([CH3:24])[C:20]([Br:1])=[C:21]([F:23])[CH:22]=1. The yield is 0.950.